The task is: Predict the reactants needed to synthesize the given product.. This data is from Full USPTO retrosynthesis dataset with 1.9M reactions from patents (1976-2016). (1) Given the product [CH2:34]([N:36]([CH2:37][CH2:38][OH:39])[C:1](=[NH:2])[C:3]1[CH:8]=[CH:7][CH:6]=[C:5]([NH:9][C:10]([NH:11][C:12]2[CH:17]=[CH:16][C:15]([S:18](=[O:20])(=[O:19])[NH:21][CH2:22][C:23]3[CH:28]=[CH:27][C:26]([S:29](=[O:32])(=[O:31])[NH2:30])=[CH:25][CH:24]=3)=[CH:14][CH:13]=2)=[O:33])[CH:4]=1)[CH3:35], predict the reactants needed to synthesize it. The reactants are: [C:1]([C:3]1[CH:4]=[C:5]([NH:9][C:10](=[O:33])[NH:11][C:12]2[CH:17]=[CH:16][C:15]([S:18]([NH:21][CH2:22][C:23]3[CH:28]=[CH:27][C:26]([S:29](=[O:32])(=[O:31])[NH2:30])=[CH:25][CH:24]=3)(=[O:20])=[O:19])=[CH:14][CH:13]=2)[CH:6]=[CH:7][CH:8]=1)#[N:2].[CH2:34]([NH:36][CH2:37][CH2:38][OH:39])[CH3:35]. (2) Given the product [CH3:1][C:8]1[C:7]2[C:6](=[CH:13][CH:12]=[CH:11][CH:10]=2)[CH:5]=[C:3]([NH2:4])[N:9]=1, predict the reactants needed to synthesize it. The reactants are: [CH3:1][Li].[C:3]([CH2:5][C:6]1[CH:13]=[CH:12][CH:11]=[CH:10][C:7]=1[C:8]#[N:9])#[N:4]. (3) Given the product [Cl:1][C:2]1[C:3]([C:29]2[CH:34]=[CH:33][C:32]([C:35]3[CH:40]=[CH:39][CH:38]=[CH:37][C:36]=3[OH:41])=[CH:31][CH:30]=2)=[CH:4][C:5]2[N:9]=[C:8]([O:10][CH:11]3[CH2:14][CH:13]([C:15]([OH:17])=[O:16])[CH2:12]3)[NH:7][C:6]=2[CH:28]=1, predict the reactants needed to synthesize it. The reactants are: [Cl:1][C:2]1[C:3]([C:29]2[CH:34]=[CH:33][C:32]([C:35]3[CH:40]=[CH:39][CH:38]=[CH:37][C:36]=3[OH:41])=[CH:31][CH:30]=2)=[CH:4][C:5]2[N:9]=[C:8]([O:10][CH:11]3[CH2:14][CH:13]([C:15]([O:17]CC)=[O:16])[CH2:12]3)[N:7](COCC[Si](C)(C)C)[C:6]=2[CH:28]=1.S(=O)(=O)(O)[O-].[K+]. (4) Given the product [NH2:1][CH2:2][C:3]1[C:4]([CH2:21][CH:22]([CH3:24])[CH3:23])=[N:5][C:6]2[C:11]([C:12]=1[C:13]1[CH:18]=[CH:17][CH:16]=[CH:15][CH:14]=1)=[CH:10][C:9]([C:19]([NH2:20])=[O:25])=[CH:8][CH:7]=2, predict the reactants needed to synthesize it. The reactants are: [NH2:1][CH2:2][C:3]1[C:4]([CH2:21][CH:22]([CH3:24])[CH3:23])=[N:5][C:6]2[C:11]([C:12]=1[C:13]1[CH:18]=[CH:17][CH:16]=[CH:15][CH:14]=1)=[CH:10][C:9]([C:19]#[N:20])=[CH:8][CH:7]=2.[OH-:25].[Na+].